Dataset: Forward reaction prediction with 1.9M reactions from USPTO patents (1976-2016). Task: Predict the product of the given reaction. Given the reactants Cl.[CH3:2][N:3]1[C:7]([OH:8])=[CH:6][CH:5]=[N:4]1.C(N(CC)CC)C.[CH3:16][N:17]1[C:22](=[O:23])[N:21]([C:24]2[CH:29]=[CH:28][CH:27]=[CH:26][CH:25]=2)[C:20](=[O:30])[C:19]([C:31](Cl)=[O:32])=[N:18]1.CC(C)(O)C#N, predict the reaction product. The product is: [OH:8][C:7]1[N:3]([CH3:2])[N:4]=[CH:5][C:6]=1[C:31]([C:19]1[C:20](=[O:30])[N:21]([C:24]2[CH:25]=[CH:26][CH:27]=[CH:28][CH:29]=2)[C:22](=[O:23])[N:17]([CH3:16])[N:18]=1)=[O:32].